This data is from Reaction yield outcomes from USPTO patents with 853,638 reactions. The task is: Predict the reaction yield, written as a fraction of the theoretical maximum amount of product (1.0 means a 100% yield; for example, 0.34 means a 34% yield). (1) The reactants are C([O:8][C:9]1[CH:14]=[CH:13][C:12]([CH2:15][OH:16])=[CH:11][C:10]=1[C@@H:17]([C:27]1[CH:32]=[CH:31][CH:30]=[CH:29][CH:28]=1)[CH2:18][CH2:19][N:20]([CH:24]([CH3:26])[CH3:25])[CH:21]([CH3:23])[CH3:22])C1C=CC=CC=1. The catalyst is [C].[Pd].CO. The product is [CH:24]([N:20]([CH:21]([CH3:23])[CH3:22])[CH2:19][CH2:18][C@@H:17]([C:10]1[CH:11]=[C:12]([CH2:15][OH:16])[CH:13]=[CH:14][C:9]=1[OH:8])[C:27]1[CH:32]=[CH:31][CH:30]=[CH:29][CH:28]=1)([CH3:26])[CH3:25]. The yield is 0.980. (2) The reactants are [Cl:1][CH2:2][C:3]([CH2:5]Cl)=O.[Cl:7][C:8]1[N:13]=[N:12][C:11]([NH2:14])=[CH:10][CH:9]=1. The catalyst is C(#N)C. The product is [Cl:7][C:8]1[CH:9]=[CH:10][C:11]2[N:12]([CH:5]=[C:3]([CH2:2][Cl:1])[N:14]=2)[N:13]=1. The yield is 0.641. (3) The reactants are C1(S([N:10]2[C:14]3=[N:15][CH:16]=[C:17]([O:19][CH3:20])[CH:18]=[C:13]3[CH:12]=[C:11]2[C:21]([C:29]2[CH:34]=[CH:33][C:32]([S:35]([CH3:38])(=[O:37])=[O:36])=[CH:31][CH:30]=2)=[CH:22][CH:23]2[CH2:28][CH2:27][O:26][CH2:25][CH2:24]2)(=O)=O)C=CC=CC=1.[F-].C([N+](CCCC)(CCCC)CCCC)CCC. The catalyst is O1CCCC1.C(OCC)(=O)C. The product is [CH3:38][S:35]([C:32]1[CH:31]=[CH:30][C:29]([C:21]([C:11]2[NH:10][C:14]3=[N:15][CH:16]=[C:17]([O:19][CH3:20])[CH:18]=[C:13]3[CH:12]=2)=[CH:22][CH:23]2[CH2:28][CH2:27][O:26][CH2:25][CH2:24]2)=[CH:34][CH:33]=1)(=[O:36])=[O:37]. The yield is 0.807. (4) The reactants are [CH2:1]([N:3]1[CH2:8][CH2:7][C:6](=O)[CH2:5][CH2:4]1)[CH3:2].[NH2:10][C:11]1[CH:12]=[C:13]2[C:17](=[CH:18][CH:19]=1)[NH:16][N:15]=[CH:14]2.C(O)(=O)C.C(=O)([O-])O.[Na+]. The catalyst is CO. The product is [CH2:1]([N:3]1[CH2:8][CH2:7][CH:6]([NH:10][C:11]2[CH:12]=[C:13]3[C:17](=[CH:18][CH:19]=2)[NH:16][N:15]=[CH:14]3)[CH2:5][CH2:4]1)[CH3:2]. The yield is 0.410. (5) The reactants are [Li]CCCC.CCCCCC.CC1(C)CCCC(C)(C)N1.[Br:22][C:23]1[CH:28]=[C:27]([Cl:29])[CH:26]=[CH:25][C:24]=1[F:30].CN([CH:34]=[O:35])C. The catalyst is C1COCC1. The product is [Br:22][C:23]1[C:24]([F:30])=[C:25]([CH:26]=[C:27]([Cl:29])[CH:28]=1)[CH:34]=[O:35]. The yield is 0.800. (6) The reactants are [NH:1]1[CH:5]=[C:4]([C:6]2[CH:11]=[C:10]([C:12]([NH2:14])=[O:13])[CH:9]=[CH:8][N:7]=2)[N:3]=[CH:2]1.[F:15][C:16]([F:30])([F:29])[CH2:17]OS(C1C=CC(C)=CC=1)(=O)=O. No catalyst specified. The product is [F:15][C:16]([F:30])([F:29])[CH2:17][N:1]1[CH:5]=[C:4]([C:6]2[CH:11]=[C:10]([C:12]([NH2:14])=[O:13])[CH:9]=[CH:8][N:7]=2)[N:3]=[CH:2]1. The yield is 0.600.